The task is: Regression. Given a peptide amino acid sequence and an MHC pseudo amino acid sequence, predict their binding affinity value. This is MHC class I binding data.. This data is from Peptide-MHC class I binding affinity with 185,985 pairs from IEDB/IMGT. (1) The peptide sequence is VDNLTYVQL. The MHC is HLA-A24:02 with pseudo-sequence HLA-A24:02. The binding affinity (normalized) is 0. (2) The peptide sequence is VFGNWFDLASW. The MHC is Mamu-B17 with pseudo-sequence Mamu-B17. The binding affinity (normalized) is 0.456. (3) The peptide sequence is GPSHKARVL. The MHC is HLA-B35:03 with pseudo-sequence HLA-B35:03. The binding affinity (normalized) is 0. (4) The peptide sequence is PRAHKYQVPSL. The MHC is Mamu-B08 with pseudo-sequence Mamu-B08. The binding affinity (normalized) is 0.210. (5) The peptide sequence is SYPQFLAL. The MHC is H-2-Db with pseudo-sequence H-2-Db. The binding affinity (normalized) is 0.0992. (6) The MHC is HLA-A02:03 with pseudo-sequence HLA-A02:03. The peptide sequence is GLFGKGGIV. The binding affinity (normalized) is 0.778.